Dataset: Full USPTO retrosynthesis dataset with 1.9M reactions from patents (1976-2016). Task: Predict the reactants needed to synthesize the given product. (1) Given the product [CH3:40][N:41]([CH3:45])[CH2:42][CH2:43][NH:44][C:33](=[O:34])[C:32]1[CH:31]=[CH:30][C:29]([NH:28][C:26](=[O:27])[NH:25][C:22]2[CH:23]=[CH:24][C:19]([C:10]3[N:11]=[C:12]([N:13]4[CH2:18][CH2:17][O:16][CH2:15][CH2:14]4)[C:7]4[CH:6]=[CH:5][N:4]([CH2:3][C:2]([F:38])([F:39])[F:1])[C:8]=4[N:9]=3)=[CH:20][CH:21]=2)=[CH:37][CH:36]=1, predict the reactants needed to synthesize it. The reactants are: [F:1][C:2]([F:39])([F:38])[CH2:3][N:4]1[C:8]2[N:9]=[C:10]([C:19]3[CH:24]=[CH:23][C:22]([NH:25][C:26]([NH:28][C:29]4[CH:37]=[CH:36][C:32]([C:33](O)=[O:34])=[CH:31][CH:30]=4)=[O:27])=[CH:21][CH:20]=3)[N:11]=[C:12]([N:13]3[CH2:18][CH2:17][O:16][CH2:15][CH2:14]3)[C:7]=2[CH:6]=[CH:5]1.[CH3:40][N:41]([CH3:45])[CH2:42][CH2:43][NH2:44]. (2) Given the product [Cl:1][C:2]1[CH:10]=[C:9]2[C:5]([C:6]([C:11]([OH:13])=[O:12])=[CH:7][NH:8]2)=[CH:4][C:3]=1[C:15]1[CH:20]=[CH:19][C:18]([C:21]2([CH2:25][OH:26])[CH2:24][CH2:23][CH2:22]2)=[C:17]([O:27][CH3:28])[CH:16]=1, predict the reactants needed to synthesize it. The reactants are: [Cl:1][C:2]1[CH:10]=[C:9]2[C:5]([C:6]([C:11]([O:13]C)=[O:12])=[CH:7][NH:8]2)=[CH:4][C:3]=1[C:15]1[CH:20]=[CH:19][C:18]([C:21]2([CH2:25][OH:26])[CH2:24][CH2:23][CH2:22]2)=[C:17]([O:27][CH3:28])[CH:16]=1.Cl. (3) Given the product [C:7]1([C:6]2[N:38]=[C:29]3[CH:30]=[C:31]([C:34]([OH:36])=[O:35])[CH:32]=[CH:33][N:28]3[N:27]=2)[CH:12]=[CH:11][CH:10]=[CH:9][CH:8]=1, predict the reactants needed to synthesize it. The reactants are: C[O-].[Na+].CO.[CH:6](=O)[C:7]1[CH:12]=[CH:11][CH:10]=[CH:9][CH:8]=1.CC1C=C(C)C=C(C)C=1S([O-])(=O)=O.[NH2:27][N:28]1[CH:33]=[CH:32][C:31]([C:34]([O:36]C)=[O:35])=[CH:30][C:29]1=[NH2+:38]. (4) Given the product [CH3:39][O:38][C:36](=[O:37])[CH2:35][N:18]1[CH2:19][C:13]2[CH:12]=[CH:11][C:10]([NH:9][C:6]3[N:5]=[C:4]([NH:22][C:23]4[CH:28]=[CH:27][CH:26]=[CH:25][C:24]=4[NH:29][S:30]([CH3:33])(=[O:31])=[O:32])[C:3]([Cl:2])=[CH:8][N:7]=3)=[CH:21][C:14]=2[N:15]([CH3:20])[CH2:16][CH2:17]1, predict the reactants needed to synthesize it. The reactants are: Cl.[Cl:2][C:3]1[C:4]([NH:22][C:23]2[CH:28]=[CH:27][CH:26]=[CH:25][C:24]=2[NH:29][S:30]([CH3:33])(=[O:32])=[O:31])=[N:5][C:6]([NH:9][C:10]2[CH:11]=[CH:12][C:13]3[CH2:19][NH:18][CH2:17][CH2:16][N:15]([CH3:20])[C:14]=3[CH:21]=2)=[N:7][CH:8]=1.Br[CH2:35][C:36]([O:38][CH3:39])=[O:37].O1CCCC1.CCN(C(C)C)C(C)C.